This data is from Forward reaction prediction with 1.9M reactions from USPTO patents (1976-2016). The task is: Predict the product of the given reaction. Given the reactants [NH2:1][C:2]1[C:3](I)=[N:4][C:5]([Cl:8])=[CH:6][CH:7]=1.[O:10]1[CH:14]=[CH:13][CH:12]=[C:11]1B(O)O.C(=O)([O-])[O-].[Na+].[Na+].C1(C)C=CC=CC=1, predict the reaction product. The product is: [NH2:1][C:2]1[C:3]([C:11]2[O:10][CH:14]=[CH:13][CH:12]=2)=[N:4][C:5]([Cl:8])=[CH:6][CH:7]=1.